This data is from NCI-60 drug combinations with 297,098 pairs across 59 cell lines. The task is: Regression. Given two drug SMILES strings and cell line genomic features, predict the synergy score measuring deviation from expected non-interaction effect. (1) Drug 1: COC1=C(C=C2C(=C1)N=CN=C2NC3=CC(=C(C=C3)F)Cl)OCCCN4CCOCC4. Drug 2: C1=CC(=C2C(=C1NCCNCCO)C(=O)C3=C(C=CC(=C3C2=O)O)O)NCCNCCO. Cell line: COLO 205. Synergy scores: CSS=68.3, Synergy_ZIP=15.2, Synergy_Bliss=16.6, Synergy_Loewe=7.30, Synergy_HSA=19.7. (2) Synergy scores: CSS=-0.445, Synergy_ZIP=2.02, Synergy_Bliss=-1.93, Synergy_Loewe=-5.30, Synergy_HSA=-3.82. Drug 1: CC(C1=C(C=CC(=C1Cl)F)Cl)OC2=C(N=CC(=C2)C3=CN(N=C3)C4CCNCC4)N. Drug 2: C1=NC2=C(N=C(N=C2N1C3C(C(C(O3)CO)O)O)F)N. Cell line: SK-OV-3. (3) Drug 1: CCC1(CC2CC(C3=C(CCN(C2)C1)C4=CC=CC=C4N3)(C5=C(C=C6C(=C5)C78CCN9C7C(C=CC9)(C(C(C8N6C=O)(C(=O)OC)O)OC(=O)C)CC)OC)C(=O)OC)O.OS(=O)(=O)O. Drug 2: C1CC(=O)NC(=O)C1N2C(=O)C3=CC=CC=C3C2=O. Cell line: HT29. Synergy scores: CSS=23.2, Synergy_ZIP=3.39, Synergy_Bliss=3.49, Synergy_Loewe=-27.2, Synergy_HSA=1.56.